Dataset: Full USPTO retrosynthesis dataset with 1.9M reactions from patents (1976-2016). Task: Predict the reactants needed to synthesize the given product. Given the product [CH3:1][C:2]1[N:3]([CH:14]2[CH2:19][CH2:18][O:17][CH2:16][CH2:15]2)[C:4]([C:7]2[CH:12]=[CH:11][N:10]=[C:9]([NH:13][C:21]3[CH:26]=[CH:25][C:24]([S:27]([N:30]4[CH2:31][CH2:32][CH2:33][CH2:34]4)(=[O:29])=[O:28])=[CH:23][CH:22]=3)[N:8]=2)=[CH:5][N:6]=1, predict the reactants needed to synthesize it. The reactants are: [CH3:1][C:2]1[N:3]([CH:14]2[CH2:19][CH2:18][O:17][CH2:16][CH2:15]2)[C:4]([C:7]2[CH:12]=[CH:11][N:10]=[C:9]([NH2:13])[N:8]=2)=[CH:5][N:6]=1.Br[C:21]1[CH:26]=[CH:25][C:24]([S:27]([N:30]2[CH2:34][CH2:33][CH2:32][CH2:31]2)(=[O:29])=[O:28])=[CH:23][CH:22]=1.C([O-])([O-])=O.[Cs+].[Cs+].CC(C1C=C(C(C)C)C(C2C=CC=CC=2P(C2CCCCC2)C2CCCCC2)=C(C(C)C)C=1)C.